This data is from CYP2C19 inhibition data for predicting drug metabolism from PubChem BioAssay. The task is: Regression/Classification. Given a drug SMILES string, predict its absorption, distribution, metabolism, or excretion properties. Task type varies by dataset: regression for continuous measurements (e.g., permeability, clearance, half-life) or binary classification for categorical outcomes (e.g., BBB penetration, CYP inhibition). Dataset: cyp2c19_veith. (1) The drug is C[C@H]1CCC[C@@H](C)N1NC(=O)c1ccc(Cl)c(S(N)(=O)=O)c1. The result is 0 (non-inhibitor). (2) The compound is O=C(Cc1ccc2c(c1)CCCC2)Nc1ccccc1Br. The result is 1 (inhibitor). (3) The compound is O=c1[nH][nH]c(C(F)(F)F)c1C=Nc1ccccc1Cl. The result is 0 (non-inhibitor). (4) The result is 0 (non-inhibitor). The compound is Nc1nc2c(nc(Br)n2[C@@H]2O[C@H]3COP(=O)([O-])O[C@@H]3[C@H]2O)c(=O)[nH]1.[Na+]. (5) The result is 1 (inhibitor). The molecule is O=C(O)[C@@H]1C[C@@H](C(=O)O)N1. (6) The drug is COc1ccc(NC(=O)C(CCS(C)(=O)=O)NC(C)=O)cc1. The result is 0 (non-inhibitor). (7) The drug is Cc1noc(C)c1-c1ccc2ncnc(N3CCC(C(=O)O)CC3)c2c1. The result is 0 (non-inhibitor). (8) The compound is COc1ccc(NC(=O)c2ccc3c(=O)n(Cc4ccco4)c(=S)[nH]c3c2)c(OC)c1. The result is 1 (inhibitor).